From a dataset of NCI-60 drug combinations with 297,098 pairs across 59 cell lines. Regression. Given two drug SMILES strings and cell line genomic features, predict the synergy score measuring deviation from expected non-interaction effect. (1) Drug 1: C1=NC2=C(N1)C(=S)N=C(N2)N. Drug 2: B(C(CC(C)C)NC(=O)C(CC1=CC=CC=C1)NC(=O)C2=NC=CN=C2)(O)O. Cell line: OVCAR-8. Synergy scores: CSS=12.7, Synergy_ZIP=-1.60, Synergy_Bliss=-5.22, Synergy_Loewe=-5.29, Synergy_HSA=-5.63. (2) Cell line: IGROV1. Drug 2: CC(CN1CC(=O)NC(=O)C1)N2CC(=O)NC(=O)C2. Drug 1: CN1CCC(CC1)COC2=C(C=C3C(=C2)N=CN=C3NC4=C(C=C(C=C4)Br)F)OC. Synergy scores: CSS=57.2, Synergy_ZIP=-1.05, Synergy_Bliss=0.770, Synergy_Loewe=2.87, Synergy_HSA=4.43. (3) Drug 1: CC(C1=C(C=CC(=C1Cl)F)Cl)OC2=C(N=CC(=C2)C3=CN(N=C3)C4CCNCC4)N. Drug 2: CNC(=O)C1=CC=CC=C1SC2=CC3=C(C=C2)C(=NN3)C=CC4=CC=CC=N4. Cell line: ACHN. Synergy scores: CSS=15.9, Synergy_ZIP=-0.574, Synergy_Bliss=8.52, Synergy_Loewe=8.05, Synergy_HSA=7.68. (4) Drug 1: CCC1=CC2CC(C3=C(CN(C2)C1)C4=CC=CC=C4N3)(C5=C(C=C6C(=C5)C78CCN9C7C(C=CC9)(C(C(C8N6C)(C(=O)OC)O)OC(=O)C)CC)OC)C(=O)OC.C(C(C(=O)O)O)(C(=O)O)O. Drug 2: C1CNP(=O)(OC1)N(CCCl)CCCl. Cell line: MDA-MB-231. Synergy scores: CSS=30.3, Synergy_ZIP=-9.12, Synergy_Bliss=-6.95, Synergy_Loewe=-75.7, Synergy_HSA=-7.29. (5) Synergy scores: CSS=-2.10, Synergy_ZIP=-0.340, Synergy_Bliss=-2.21, Synergy_Loewe=-3.42, Synergy_HSA=-3.40. Drug 1: CN(C)N=NC1=C(NC=N1)C(=O)N. Drug 2: CCC(=C(C1=CC=CC=C1)C2=CC=C(C=C2)OCCN(C)C)C3=CC=CC=C3.C(C(=O)O)C(CC(=O)O)(C(=O)O)O. Cell line: TK-10. (6) Drug 1: CC1=C2C(C(=O)C3(C(CC4C(C3C(C(C2(C)C)(CC1OC(=O)C(C(C5=CC=CC=C5)NC(=O)OC(C)(C)C)O)O)OC(=O)C6=CC=CC=C6)(CO4)OC(=O)C)OC)C)OC. Drug 2: C1=NC(=NC(=O)N1C2C(C(C(O2)CO)O)O)N. Cell line: U251. Synergy scores: CSS=54.0, Synergy_ZIP=7.43, Synergy_Bliss=5.69, Synergy_Loewe=-10.6, Synergy_HSA=6.11. (7) Drug 1: C(CC(=O)O)C(=O)CN.Cl. Drug 2: CCN(CC)CCCC(C)NC1=C2C=C(C=CC2=NC3=C1C=CC(=C3)Cl)OC. Cell line: SR. Synergy scores: CSS=73.8, Synergy_ZIP=-2.76, Synergy_Bliss=1.72, Synergy_Loewe=1.03, Synergy_HSA=1.37. (8) Drug 2: CC(C)CN1C=NC2=C1C3=CC=CC=C3N=C2N. Synergy scores: CSS=-4.83, Synergy_ZIP=3.80, Synergy_Bliss=0.859, Synergy_Loewe=-4.77, Synergy_HSA=-5.02. Cell line: SW-620. Drug 1: CC1=C(C=C(C=C1)C(=O)NC2=CC(=CC(=C2)C(F)(F)F)N3C=C(N=C3)C)NC4=NC=CC(=N4)C5=CN=CC=C5.